Dataset: Full USPTO retrosynthesis dataset with 1.9M reactions from patents (1976-2016). Task: Predict the reactants needed to synthesize the given product. Given the product [ClH:34].[NH2:1][C:2]1[N:7]=[C:6]([CH3:8])[C:5]([CH2:9][NH:10][C:11](=[O:33])[CH2:12][C:13]2[C:18]([C:19]#[N:20])=[CH:17][CH:16]=[C:15]([NH:21][CH2:22][C:23]([F:30])([F:31])[C:24]3[CH:29]=[CH:28][CH:27]=[CH:26][N:25]=3)[C:14]=2[F:32])=[CH:4][CH:3]=1, predict the reactants needed to synthesize it. The reactants are: [NH2:1][C:2]1[N:7]=[C:6]([CH3:8])[C:5]([CH2:9][NH:10][C:11](=[O:33])[CH2:12][C:13]2[C:18]([C:19]#[N:20])=[CH:17][CH:16]=[C:15]([NH:21][CH2:22][C:23]([F:31])([F:30])[C:24]3[CH:29]=[CH:28][CH:27]=[CH:26][N:25]=3)[C:14]=2[F:32])=[CH:4][CH:3]=1.[ClH:34].